Dataset: Full USPTO retrosynthesis dataset with 1.9M reactions from patents (1976-2016). Task: Predict the reactants needed to synthesize the given product. (1) Given the product [CH3:1][C@H:2]1[C@@H:7]([NH:8][C:9]([NH:11][C:12]2[N:13]=[C:14]3[CH:20]=[CH:19][NH:18][C:15]3=[N:16][CH:17]=2)=[O:10])[CH2:6][CH2:5][O:4][CH2:3]1, predict the reactants needed to synthesize it. The reactants are: [CH3:1][CH:2]1[CH:7]([NH:8][C:9]([NH:11][C:12]2[N:13]=[C:14]3[CH:20]=[CH:19][N:18](COCC[Si](C)(C)C)[C:15]3=[N:16][CH:17]=2)=[O:10])[CH2:6][CH2:5][O:4][CH2:3]1.C(Cl)(=O)C. (2) Given the product [ClH:18].[F:9][C:7]1([F:10])[CH2:6][NH:5][C@H:4]([C:1]([NH2:2])=[O:3])[CH2:8]1, predict the reactants needed to synthesize it. The reactants are: [C:1]([C@@H:4]1[CH2:8][C:7]([F:10])([F:9])[CH2:6][N:5]1C(OC(C)(C)C)=O)(=[O:3])[NH2:2].[ClH:18]. (3) Given the product [CH2:1]([N:8]1[C:13](=[O:14])[CH:12]=[C:11]2[S:15][C:16]([CH:29]([OH:36])[C:30]3[CH:35]=[CH:34][CH:33]=[CH:32][CH:31]=3)=[CH:17][N:10]2[C:9]1=[O:18])[C:2]1[CH:3]=[CH:4][CH:5]=[CH:6][CH:7]=1, predict the reactants needed to synthesize it. The reactants are: [CH2:1]([N:8]1[C:13](=[O:14])[CH:12]=[C:11]2[S:15][CH:16]=[CH:17][N:10]2[C:9]1=[O:18])[C:2]1[CH:7]=[CH:6][CH:5]=[CH:4][CH:3]=1.C[Si](C)(C)N[Si](C)(C)C.[Li].[CH:29](=[O:36])[C:30]1[CH:35]=[CH:34][CH:33]=[CH:32][CH:31]=1. (4) Given the product [CH:1]1([C@H:4]([NH:6][C:7]2[N:12]=[C:11]([NH:13][C@@H:14]([CH:16]3[CH2:17][CH2:18]3)[CH3:15])[N:10]=[C:9]([C:19]3[N:20]=[C:21]([OH:25])[CH:22]=[CH:23][CH:24]=3)[N:8]=2)[CH3:5])[CH2:2][CH2:3]1, predict the reactants needed to synthesize it. The reactants are: [CH:1]1([C@H:4]([NH:6][C:7]2[N:12]=[C:11]([NH:13][C@@H:14]([CH:16]3[CH2:18][CH2:17]3)[CH3:15])[N:10]=[C:9]([C:19]3[CH:24]=[CH:23][CH:22]=[C:21]([O:25]C)[N:20]=3)[N:8]=2)[CH3:5])[CH2:3][CH2:2]1.[Na+].[I-].C[Si](Cl)(C)C. (5) Given the product [Br:23][C:20]1[CH:21]=[CH:22][C:17]([CH2:16][O:15][CH2:14][CH:11]2[C:12](=[O:13])[N:8]([CH:4]([CH:5]([CH3:7])[CH3:6])[C:3]([OH:25])=[O:2])[C:9](=[O:24])[NH:10]2)=[CH:18][CH:19]=1, predict the reactants needed to synthesize it. The reactants are: C[O:2][C:3](=[O:25])[CH:4]([N:8]1[C:12](=[O:13])[CH:11]([CH2:14][O:15][CH2:16][C:17]2[CH:22]=[CH:21][C:20]([Br:23])=[CH:19][CH:18]=2)[NH:10][C:9]1=[O:24])[CH:5]([CH3:7])[CH3:6]. (6) Given the product [C:1]([O:5][C:6]([N:8]([C:13]1[CH:14]=[C:15]([C:21]2[CH:22]=[C:23]3[C:29]([C:46]4[CH:47]=[N:48][N:49]([CH2:51][C:52]5[CH:53]=[N:54][CH:55]=[CH:56][CH:57]=5)[CH:50]=4)=[CH:28][N:27]([C:31]([O:33][C:34]([CH3:35])([CH3:37])[CH3:36])=[O:32])[C:24]3=[N:25][CH:26]=2)[CH:16]=[CH:59][C:18]=1[O:19][CH3:20])[S:9]([CH3:12])(=[O:11])=[O:10])=[O:7])([CH3:2])([CH3:4])[CH3:3], predict the reactants needed to synthesize it. The reactants are: [C:1]([O:5][C:6]([N:8]([C:13]1[CH:14]=[C:15]([C:21]2[CH:22]=[C:23]3[C:29](I)=[CH:28][N:27]([C:31]([O:33][C:34]([CH3:37])([CH3:36])[CH3:35])=[O:32])[C:24]3=[N:25][CH:26]=2)[CH:16]=N[C:18]=1[O:19][CH3:20])[S:9]([CH3:12])(=[O:11])=[O:10])=[O:7])([CH3:4])([CH3:3])[CH3:2].CC1(C)C(C)(C)OB([C:46]2[CH:47]=[N:48][N:49]([CH2:51][C:52]3[CH:53]=[N:54][CH:55]=[CH:56][CH:57]=3)[CH:50]=2)O1.[C:59](=O)([O-])[O-].[Na+].[Na+].